Predict the product of the given reaction. From a dataset of Forward reaction prediction with 1.9M reactions from USPTO patents (1976-2016). Given the reactants [C:1]([C:3]1[CH:8]=[CH:7][C:6]([NH:9][C@H:10]([CH3:14])[C:11]([NH2:13])=[O:12])=[CH:5][C:4]=1[NH:15][C:16]1[S:20][N:19]=[C:18]([CH3:21])[CH:17]=1)#[N:2].C([O-])([O-])=[O:23].[K+].[K+].OO, predict the reaction product. The product is: [NH2:13][C:11](=[O:12])[C@H:10]([NH:9][C:6]1[CH:7]=[CH:8][C:3]([C:1]([NH2:2])=[O:23])=[C:4]([NH:15][C:16]2[S:20][N:19]=[C:18]([CH3:21])[CH:17]=2)[CH:5]=1)[CH3:14].